This data is from Reaction yield outcomes from USPTO patents with 853,638 reactions. The task is: Predict the reaction yield, written as a fraction of the theoretical maximum amount of product (1.0 means a 100% yield; for example, 0.34 means a 34% yield). (1) The reactants are [H-].[Na+].[CH3:3][CH:4]([CH3:7])[CH2:5][OH:6].[C:8]([O:12][C:13]([N:15]1[CH2:20][CH2:19][N:18]([C:21]2[CH:22]=[N:23][C:24]([NH:27][C:28]3[N:29]=[CH:30][C:31]4[CH:37]=[C:36](F)[C:35](=[O:39])[N:34]([CH:40]5[CH2:44][CH2:43][CH2:42][CH2:41]5)[C:32]=4[N:33]=3)=[CH:25][CH:26]=2)[CH2:17][CH2:16]1)=[O:14])([CH3:11])([CH3:10])[CH3:9]. The catalyst is CCCCCC. The product is [C:8]([O:12][C:13]([N:15]1[CH2:16][CH2:17][N:18]([C:21]2[CH:22]=[N:23][C:24]([NH:27][C:28]3[N:29]=[CH:30][C:31]4[CH:37]=[C:36]([O:6][CH2:5][CH:4]([CH3:7])[CH3:3])[C:35](=[O:39])[N:34]([CH:40]5[CH2:41][CH2:42][CH2:43][CH2:44]5)[C:32]=4[N:33]=3)=[CH:25][CH:26]=2)[CH2:19][CH2:20]1)=[O:14])([CH3:11])([CH3:9])[CH3:10]. The yield is 0.370. (2) The reactants are CS(O[CH:6]1[CH2:9][N:8]([CH:10]([C:17]2[CH:22]=[CH:21][CH:20]=[CH:19][CH:18]=2)[C:11]2[CH:16]=[CH:15][CH:14]=[CH:13][CH:12]=2)[CH2:7]1)(=O)=O.[N:23]1([C:29]([O:31][C:32]([CH3:35])([CH3:34])[CH3:33])=[O:30])[CH2:28][CH2:27][NH:26][CH2:25][CH2:24]1.C([O-])([O-])=O.[K+].[K+]. The catalyst is CC#N.C(OCC)(=O)C. The product is [CH:10]([N:8]1[CH2:9][CH:6]([N:26]2[CH2:25][CH2:24][N:23]([C:29]([O:31][C:32]([CH3:35])([CH3:34])[CH3:33])=[O:30])[CH2:28][CH2:27]2)[CH2:7]1)([C:17]1[CH:22]=[CH:21][CH:20]=[CH:19][CH:18]=1)[C:11]1[CH:16]=[CH:15][CH:14]=[CH:13][CH:12]=1. The yield is 0.800. (3) The reactants are [Br:1][C:2]1[CH:11]=[C:10]2[C:5]([C:6](Cl)=[C:7]([C:12]([O:14]CC)=[O:13])[CH:8]=[N:9]2)=[CH:4][CH:3]=1.[OH-].[Na+].[NH2:20][C:21]1[CH:22]=[C:23]([C:31]([O:33][CH3:34])=[O:32])[CH:24]=[C:25]([C:27]([O:29][CH3:30])=[O:28])[CH:26]=1.C(O)(=O)C. The catalyst is C(O)C. The product is [CH3:34][O:33][C:31]([C:23]1[CH:22]=[C:21]([NH:20][C:6]2[C:5]3[C:10](=[CH:11][C:2]([Br:1])=[CH:3][CH:4]=3)[N:9]=[CH:8][C:7]=2[C:12]([OH:14])=[O:13])[CH:26]=[C:25]([C:27]([O:29][CH3:30])=[O:28])[CH:24]=1)=[O:32]. The yield is 0.381.